From a dataset of Full USPTO retrosynthesis dataset with 1.9M reactions from patents (1976-2016). Predict the reactants needed to synthesize the given product. Given the product [CH2:40]([N:47]1[C:56]2[C:51](=[CH:52][C:53]([CH2:17][C:16]3[CH:11]=[CH:12][CH:13]=[CH:14][CH:15]=3)=[CH:54][CH:55]=2)[CH2:50][CH:49]([NH:58][S:59]([C:62]2[CH:67]=[CH:66][CH:65]=[CH:64][CH:63]=2)(=[O:61])=[O:60])[C:48]1=[O:68])[C:41]1[CH:46]=[CH:45][CH:44]=[CH:43][CH:42]=1, predict the reactants needed to synthesize it. The reactants are: C(OC(=O)NC1[CH2:17][C:16]2[C:11](=[CH:12][CH:13]=[C:14]([Sn](CCCC)(CCCC)CCCC)[CH:15]=2)N([CH2:17][C:16]2[CH:15]=[CH:14][CH:13]=[CH:12][CH:11]=2)C1=O)(C)(C)C.[CH2:40]([N:47]1[C:56]2[C:51](=[CH:52][C:53](Br)=[CH:54][CH:55]=2)[CH2:50][CH:49]([NH:58][S:59]([C:62]2[CH:67]=[CH:66][CH:65]=[CH:64][CH:63]=2)(=[O:61])=[O:60])[C:48]1=[O:68])[C:41]1[CH:46]=[CH:45][CH:44]=[CH:43][CH:42]=1.BrC1C=CC=CC=1.